This data is from Full USPTO retrosynthesis dataset with 1.9M reactions from patents (1976-2016). The task is: Predict the reactants needed to synthesize the given product. (1) Given the product [CH3:22][O:16][C:12]1[CH2:11][N:10]([S:7]([C:1]2[CH:2]=[CH:3][CH:4]=[CH:5][CH:6]=2)(=[O:9])=[O:8])[CH2:15][CH2:14][N:13]=1, predict the reactants needed to synthesize it. The reactants are: [C:1]1([S:7]([N:10]2[CH2:15][CH2:14][NH:13][C:12](=[O:16])[CH2:11]2)(=[O:9])=[O:8])[CH:6]=[CH:5][CH:4]=[CH:3][CH:2]=1.F[B-](F)(F)F.[CH3:22][OH+](C)(C)C. (2) Given the product [CH:1]1([N:7]([C@H:21]2[CH2:26][CH2:25][C@H:24]([CH2:27][O:28][C:29]3[CH:34]=[CH:33][C:32]([C:56]([F:59])([F:58])[F:57])=[CH:31][CH:30]=3)[CH2:23][CH2:22]2)[C:8](=[O:20])[NH:9][C:10]2[S:11][C:12]([S:15][CH2:16][C:17]([OH:19])=[O:18])=[CH:13][N:14]=2)[CH2:2][CH2:3][CH2:4][CH2:5][CH2:6]1, predict the reactants needed to synthesize it. The reactants are: [CH:1]1([N:7]([C@H:21]2[CH2:26][CH2:25][C@H:24]([CH2:27][O:28][C:29]3[CH:34]=[CH:33][CH:32]=[CH:31][CH:30]=3)[CH2:23][CH2:22]2)[C:8](=[O:20])[NH:9][C:10]2[S:11][C:12]([S:15][CH2:16][C:17]([OH:19])=[O:18])=[CH:13][N:14]=2)[CH2:6][CH2:5][CH2:4][CH2:3][CH2:2]1.C1(N[C@H]2CC[C@H](COC3C=CC([C:56]([F:59])([F:58])[F:57])=CC=3)CC2)CCCCC1.C(OC(=O)CSC1SC(N)=NC=1)C. (3) Given the product [CH3:17][O:19][C:6]1[N:10]=[C:9]([N:11]2[CH2:16][CH2:15][NH:14][CH2:13][CH2:12]2)[S:8][N:7]=1, predict the reactants needed to synthesize it. The reactants are: [Na].CS([C:6]1[N:10]=[C:9]([N:11]2[CH2:16][CH2:15][NH:14][CH2:13][CH2:12]2)[S:8][N:7]=1)(=O)=O.[CH2:17]([OH:19])C. (4) Given the product [Cl:6][C:7]1[CH:12]=[CH:11][N:10]=[C:9]2[NH:13][CH:14]=[C:15]([N+:16]([O-:18])=[O:17])[C:8]=12, predict the reactants needed to synthesize it. The reactants are: S(=O)(=O)(O)O.[Cl:6][C:7]1[CH:12]=[CH:11][N:10]=[C:9]2[NH:13][CH:14]=[CH:15][C:8]=12.[N+:16]([O-])([OH:18])=[O:17]. (5) Given the product [CH:10]1([C:13]2[CH:17]=[C:16]([NH:18][C:19](=[O:27])[O:20][C:21]3[CH:22]=[CH:23][CH:24]=[CH:25][CH:26]=3)[O:15][N:14]=2)[CH2:12][CH2:11]1, predict the reactants needed to synthesize it. The reactants are: C1(C2C=C(N)ON=2)CC1.[CH:10]([C:13]1[CH:17]=[C:16]([NH:18][C:19](=[O:27])[O:20][C:21]2[CH:26]=[CH:25][CH:24]=[CH:23][CH:22]=2)[O:15][N:14]=1)([CH3:12])[CH3:11]. (6) Given the product [O:21]=[C:20]([C:10]1[O:11][C:7]([C:2]2[CH:3]=[CH:4][CH:5]=[CH:6][N:1]=2)=[CH:8][N:9]=1)[CH2:19][CH2:18][CH2:17][CH2:16][C:14]([O:13][CH3:12])=[O:15], predict the reactants needed to synthesize it. The reactants are: [N:1]1[CH:6]=[CH:5][CH:4]=[CH:3][C:2]=1[C:7]1[O:11][CH:10]=[N:9][CH:8]=1.[CH3:12][O:13][C:14]([CH:16](C)[CH2:17][CH2:18][CH2:19][C:20](O)=[O:21])=[O:15]. (7) Given the product [F:4][CH2:5][CH2:6][O:7][CH2:8][CH2:9][O:10][CH2:11][CH2:12][O:13][C:14]1[CH:15]=[CH:16][C:17]([C:20]2[CH:21]=[C:22]3[C:27](=[CH:28][CH:29]=2)[CH:26]=[C:25]([NH:30][CH3:1])[CH:24]=[CH:23]3)=[CH:18][CH:19]=1, predict the reactants needed to synthesize it. The reactants are: [CH3:1][O-].[Na+].[F:4][CH2:5][CH2:6][O:7][CH2:8][CH2:9][O:10][CH2:11][CH2:12][O:13][C:14]1[CH:19]=[CH:18][C:17]([C:20]2[CH:21]=[C:22]3[C:27](=[CH:28][CH:29]=2)[CH:26]=[C:25]([NH2:30])[CH:24]=[CH:23]3)=[CH:16][CH:15]=1.C=O.[BH4-].[Na+]. (8) The reactants are: C[O:2][C:3]1[CH:4]=[C:5]([C:9]2([CH:15]3C(=O)OC(C)(C)[O:17][C:16]3=[O:24])[CH2:14][CH2:13][CH2:12][CH2:11][CH2:10]2)[CH:6]=[CH:7][CH:8]=1.C1(OC)C(C(O)=O)=CC=CC=1.[OH-].[Na+].C(S)CCCCCCCCCCC. Given the product [OH:2][C:3]1[CH:4]=[C:5]([C:9]2([CH2:15][C:16]([OH:24])=[O:17])[CH2:14][CH2:13][CH2:12][CH2:11][CH2:10]2)[CH:6]=[CH:7][CH:8]=1, predict the reactants needed to synthesize it. (9) Given the product [Br:10][C:7]1[CH:8]=[CH:9][C:4]([C:2]2[CH:1]=[CH:14][C:13]3[C:12](=[CH:25][CH:24]=[CH:23][CH:22]=3)[N:11]=2)=[CH:5][CH:6]=1, predict the reactants needed to synthesize it. The reactants are: [CH3:1][C:2]([C:4]1[CH:9]=[CH:8][C:7]([Br:10])=[CH:6][CH:5]=1)=O.[NH2:11][C:12]1[CH:25]=[CH:24][CH:23]=[CH:22][C:13]=1[C:14](C1C=CC=CC=1)=O.[OH-].[Na+]. (10) Given the product [CH3:36][N:35]([CH3:37])[C:34]([C:32]1[N:31]([CH:39]2[CH2:43][CH2:42][CH2:41][CH2:40]2)[C:29]2[N:30]=[C:25]([NH:24][C:21]3[CH:22]=[CH:23][C:18]([N:11]4[C:12](=[O:17])[CH2:13][CH:14]5[NH:8][CH:9]([CH2:16][CH2:15]5)[CH2:10]4)=[CH:19][N:20]=3)[N:26]=[CH:27][C:28]=2[CH:33]=1)=[O:38], predict the reactants needed to synthesize it. The reactants are: C(OC([N:8]1[CH:14]2[CH2:15][CH2:16][CH:9]1[CH2:10][N:11]([C:18]1[CH:19]=[N:20][C:21]([NH:24][C:25]3[N:26]=[CH:27][C:28]4[CH:33]=[C:32]([C:34](=[O:38])[N:35]([CH3:37])[CH3:36])[N:31]([CH:39]5[CH2:43][CH2:42][CH2:41][CH2:40]5)[C:29]=4[N:30]=3)=[CH:22][CH:23]=1)[C:12](=[O:17])[CH2:13]2)=O)(C)(C)C.C(OCC)(=O)C.Cl.